Predict the product of the given reaction. From a dataset of Forward reaction prediction with 1.9M reactions from USPTO patents (1976-2016). (1) Given the reactants Br[C:2]1[CH:21]=[N:20][C:5]2[NH:6][CH2:7][CH2:8][N:9]([CH2:10][C:11]3[C:16]([F:17])=[CH:15][CH:14]=[C:13]([F:18])[C:12]=3[Cl:19])[C:4]=2[C:3]=1[CH3:22].[O:23]1[CH2:28][CH2:27][N:26]([CH2:29][CH2:30][N:31]2[CH:35]=[C:34](B3OC(C)(C)C(C)(C)O3)[CH:33]=[N:32]2)[CH2:25][CH2:24]1, predict the reaction product. The product is: [Cl:19][C:12]1[C:13]([F:18])=[CH:14][CH:15]=[C:16]([F:17])[C:11]=1[CH2:10][N:9]1[CH2:8][CH2:7][NH:6][C:5]2[N:20]=[CH:21][C:2]([C:34]3[CH:33]=[N:32][N:31]([CH2:30][CH2:29][N:26]4[CH2:27][CH2:28][O:23][CH2:24][CH2:25]4)[CH:35]=3)=[C:3]([CH3:22])[C:4]1=2. (2) Given the reactants [OH:1][C:2]1[CH:3]=[C:4]2[C:9](=[CH:10][C:11]=1[CH3:12])[O:8][C:7]1([CH2:21][C:20]([CH3:23])([CH3:22])[C:19]3[C:14](=[CH:15][C:16]([CH3:25])=[C:17]([OH:24])[CH:18]=3)[O:13]1)[CH2:6][C:5]2([CH3:27])[CH3:26].C(=O)([O-])[O-].[K+].[K+].[CH2:34](Br)[CH:35]=[CH2:36].O, predict the reaction product. The product is: [CH2:36]([O:24][C:17]1[CH:18]=[C:19]2[C:14](=[CH:15][C:16]=1[CH3:25])[O:13][C:7]1([CH2:6][C:5]([CH3:27])([CH3:26])[C:4]3[C:9](=[CH:10][C:11]([CH3:12])=[C:2]([OH:1])[CH:3]=3)[O:8]1)[CH2:21][C:20]2([CH3:22])[CH3:23])[CH:35]=[CH2:34]. (3) Given the reactants [Br:1][C:2]1[CH:7]=[CH:6][C:5]([CH2:8][CH:9]([CH2:13][NH:14][C:15]([O:17][C:18]([CH3:21])([CH3:20])[CH3:19])=[O:16])[C:10]([OH:12])=[O:11])=[CH:4][CH:3]=1.C([O-])([O-])=O.[K+].[K+].[CH:28]1[CH:33]=[CH:32][C:31]([CH2:34]Br)=[CH:30][CH:29]=1, predict the reaction product. The product is: [Br:1][C:2]1[CH:3]=[CH:4][C:5]([CH2:8][CH:9]([CH2:13][NH:14][C:15]([O:17][C:18]([CH3:21])([CH3:20])[CH3:19])=[O:16])[C:10]([O:12][CH2:34][C:31]2[CH:32]=[CH:33][CH:28]=[CH:29][CH:30]=2)=[O:11])=[CH:6][CH:7]=1. (4) Given the reactants [N+:1]([C:4]1[CH:5]=[N:6][C:7]2[C:12]([C:13]=1[NH:14][CH2:15][CH2:16][O:17][CH2:18][CH2:19][OH:20])=[CH:11][CH:10]=[CH:9][CH:8]=2)([O-:3])=[O:2].[C:21](OC(=O)C)(=[O:23])[CH3:22], predict the reaction product. The product is: [C:21]([O:20][CH2:19][CH2:18][O:17][CH2:16][CH2:15][NH:14][C:13]1[C:12]2[C:7](=[CH:8][CH:9]=[CH:10][CH:11]=2)[N:6]=[CH:5][C:4]=1[N+:1]([O-:3])=[O:2])(=[O:23])[CH3:22].